Dataset: Reaction yield outcomes from USPTO patents with 853,638 reactions. Task: Predict the reaction yield, written as a fraction of the theoretical maximum amount of product (1.0 means a 100% yield; for example, 0.34 means a 34% yield). (1) The reactants are Br[C:2]1[C:11](=[O:12])[C:10]2[C:5](=[CH:6][CH:7]=[CH:8][CH:9]=2)[N:4]([CH3:13])[N:3]=1.C(N(CC)CC)C. The catalyst is C(O)C.[Pd]. The product is [CH3:13][N:4]1[C:5]2[C:10](=[CH:9][CH:8]=[CH:7][CH:6]=2)[C:11](=[O:12])[CH:2]=[N:3]1. The yield is 0.900. (2) The reactants are [Br:1][C:2]1[CH:3]=[C:4]([CH2:28][CH:29]([OH:34])[C:30]([O:32][CH3:33])=[O:31])[CH:5]=[C:6]([Br:27])[C:7]=1[O:8][C:9]1[CH:14]=[C:13](/[CH:15]=[CH:16]/[C:17]2[CH:22]=[CH:21][CH:20]=[CH:19][CH:18]=2)[C:12]([OH:23])=[C:11]([CH:24]([CH3:26])[CH3:25])[CH:10]=1. The catalyst is CO.O=[Pt]=O. The product is [Br:1][C:2]1[CH:3]=[C:4]([CH2:28][CH:29]([OH:34])[C:30]([O:32][CH3:33])=[O:31])[CH:5]=[C:6]([Br:27])[C:7]=1[O:8][C:9]1[CH:14]=[C:13]([CH2:15][CH2:16][C:17]2[CH:22]=[CH:21][CH:20]=[CH:19][CH:18]=2)[C:12]([OH:23])=[C:11]([CH:24]([CH3:26])[CH3:25])[CH:10]=1. The yield is 0.920. (3) The yield is 0.700. The product is [CH2:1]([N:3]1[CH:8]([CH3:9])[C:7]([CH3:10])([CH3:11])[O:6][C:5](=[O:12])[CH:4]1[CH2:13][C:14]([NH:57][C:56]1[CH:58]=[CH:59][C:53]([CH:50]([CH3:52])[CH3:51])=[CH:54][CH:55]=1)=[O:16])[CH3:2]. The reactants are [CH2:1]([N:3]1[CH:8]([CH3:9])[C:7]([CH3:11])([CH3:10])[O:6][C:5](=[O:12])[CH:4]1[CH2:13][C:14]([OH:16])=O)[CH3:2].C(N(C(C)C)CC)(C)C.CN(C(ON1N=NC2C=CC=NC1=2)=[N+](C)C)C.F[P-](F)(F)(F)(F)F.[CH:50]([C:53]1[CH:59]=[CH:58][C:56]([NH2:57])=[CH:55][CH:54]=1)([CH3:52])[CH3:51]. The catalyst is CN(C=O)C. (4) The reactants are [OH:1][C:2]1[CH:3]=[C:4]([CH:7]=[CH:8][CH:9]=1)[C:5]#[N:6].[I:10]Cl.O. The catalyst is C(O)(=O)C. The product is [OH:1][C:2]1[CH:9]=[CH:8][C:7]([I:10])=[C:4]([CH:3]=1)[C:5]#[N:6]. The yield is 0.0700. (5) The reactants are [CH3:1][CH:2]1[CH2:7][C:6](=[O:8])[CH:5]=[C:4](B2OC(C)(C)C(C)(C)O2)[CH2:3]1.C([O-])([O-])=O.[Na+].[Na+].Cl[C:25]1[CH:30]=[CH:29][N:28]=[CH:27][C:26]=1[N+:31]([O-:33])=[O:32]. The catalyst is O1CCOCC1.C1C=CC(P(C2C=CC=CC=2)[C-]2C=CC=C2)=CC=1.C1C=CC(P(C2C=CC=CC=2)[C-]2C=CC=C2)=CC=1.Cl[Pd]Cl.[Fe+2].C(Cl)Cl. The product is [CH3:1][CH:2]1[CH2:7][C:6](=[O:8])[CH:5]=[C:4]([C:25]2[CH:30]=[CH:29][N:28]=[CH:27][C:26]=2[N+:31]([O-:33])=[O:32])[CH2:3]1. The yield is 0.480. (6) The reactants are [F:1][C:2]([F:16])([F:15])[C:3]([NH:5][CH2:6][CH2:7][C:8]1([OH:14])[CH2:13][CH2:12][NH:11][CH2:10][CH2:9]1)=[O:4].[CH3:17][O:18][C:19]1[N:20]=[C:21]2[C:26](=[CH:27][CH:28]=1)[N:25]=[CH:24][CH:23]=[C:22]2OS(C(F)(F)F)(=O)=O.C(N(CC)CC)C. The catalyst is CN(C=O)C. The product is [F:16][C:2]([F:1])([F:15])[C:3]([NH:5][CH2:6][CH2:7][C:8]1([OH:14])[CH2:9][CH2:10][N:11]([C:22]2[C:21]3[C:26](=[CH:27][CH:28]=[C:19]([O:18][CH3:17])[N:20]=3)[N:25]=[CH:24][CH:23]=2)[CH2:12][CH2:13]1)=[O:4]. The yield is 0.900. (7) The reactants are [OH:1][C:2]1[CH:9]=[C:8]([N+:10]([O-:12])=[O:11])[CH:7]=[CH:6][C:3]=1[C:4]#[N:5].[CH2:13](Br)[CH:14]=[CH2:15].C([O-])([O-])=O.[K+].[K+]. The catalyst is CN(C=O)C. The product is [CH2:15]([O:1][C:2]1[CH:9]=[C:8]([N+:10]([O-:12])=[O:11])[CH:7]=[CH:6][C:3]=1[C:4]#[N:5])[CH:14]=[CH2:13]. The yield is 0.800. (8) The reactants are [Br:1][C:2]1[CH:7]=[C:6]([C:8]([CH3:11])([CH3:10])[CH3:9])[CH:5]=[CH:4][C:3]=1[OH:12].C(N(CC)CC)C.Cl[C:21]([O:23][CH3:24])=[O:22]. The catalyst is CN(C1C=CN=CC=1)C.ClCCl. The product is [C:21](=[O:22])([O:23][CH3:24])[O:12][C:3]1[CH:4]=[CH:5][C:6]([C:8]([CH3:9])([CH3:11])[CH3:10])=[CH:7][C:2]=1[Br:1]. The yield is 0.900. (9) The reactants are F[C:2]1[C:3]([CH3:22])=[N:4][C:5]2[C:10]([N:11]=1)=[C:9]([C:12]1[NH:20][C:19]3[CH2:18][CH2:17][NH:16][C:15](=[O:21])[C:14]=3[CH:13]=1)[CH:8]=[CH:7][CH:6]=2.[CH:23]1([NH2:26])[CH2:25][CH2:24]1. No catalyst specified. The product is [CH:23]1([NH:26][C:2]2[C:3]([CH3:22])=[N:4][C:5]3[C:10]([N:11]=2)=[C:9]([C:12]2[NH:20][C:19]4[CH2:18][CH2:17][NH:16][C:15](=[O:21])[C:14]=4[CH:13]=2)[CH:8]=[CH:7][CH:6]=3)[CH2:25][CH2:24]1. The yield is 0.780. (10) The reactants are F[C:2]1[CH:3]=[C:4]([C:9]2[O:13][N:12]=[C:11]([C:14]([N:16]3[CH2:21][C@H:20]([CH2:22][CH:23]([CH3:25])[CH3:24])[NH:19][C:18](=[O:26])[C@@H:17]3[CH2:27][CH:28]([CH3:30])[CH3:29])=[O:15])[CH:10]=2)[CH:5]=[CH:6][C:7]=1F.C([C@@H]1NC[C@H:38](CC(C)C)[NH:37][C:36]1=O)C(C)C.CN(C)C1C=CC(C2ON=C(C(O)=O)C=2)=CC=1. No catalyst specified. The product is [CH3:36][N:37]([CH3:38])[C:7]1[CH:6]=[CH:5][C:4]([C:9]2[O:13][N:12]=[C:11]([C:14]([N:16]3[CH2:21][C@H:20]([CH2:22][CH:23]([CH3:25])[CH3:24])[NH:19][C:18](=[O:26])[C@@H:17]3[CH2:27][CH:28]([CH3:30])[CH3:29])=[O:15])[CH:10]=2)=[CH:3][CH:2]=1. The yield is 0.260.